This data is from Peptide-MHC class I binding affinity with 185,985 pairs from IEDB/IMGT. The task is: Regression. Given a peptide amino acid sequence and an MHC pseudo amino acid sequence, predict their binding affinity value. This is MHC class I binding data. (1) The peptide sequence is ELENKKVEYV. The MHC is HLA-A02:02 with pseudo-sequence HLA-A02:02. The binding affinity (normalized) is 0.0786. (2) The binding affinity (normalized) is 0.218. The MHC is HLA-A02:12 with pseudo-sequence HLA-A02:12. The peptide sequence is VLRGNRQGL.